This data is from Catalyst prediction with 721,799 reactions and 888 catalyst types from USPTO. The task is: Predict which catalyst facilitates the given reaction. (1) Reactant: [Br:1][C:2]1[CH:3]=[N:4][N:5]([CH2:8][C:9]2([OH:17])[CH2:14][CH2:13][CH2:12][C:11]([CH3:16])([CH3:15])[CH2:10]2)[C:6]=1[CH3:7].[H-].[Na+].I[CH3:21]. Product: [Br:1][C:2]1[CH:3]=[N:4][N:5]([CH2:8][C:9]2([O:17][CH3:21])[CH2:14][CH2:13][CH2:12][C:11]([CH3:15])([CH3:16])[CH2:10]2)[C:6]=1[CH3:7]. The catalyst class is: 869. (2) Reactant: Cl[C:2]1[C:7]([C:8]#[N:9])=[N:6][CH:5]=[CH:4][N:3]=1.[SH:10][CH2:11][CH2:12][C:13]([O:15][CH3:16])=[O:14].C[O-].[Na+].O. Product: [C:8]([C:7]1[C:2]([S:10][CH2:11][CH2:12][C:13]([O:15][CH3:16])=[O:14])=[N:3][CH:4]=[CH:5][N:6]=1)#[N:9]. The catalyst class is: 9.